The task is: Predict the reaction yield, written as a fraction of the theoretical maximum amount of product (1.0 means a 100% yield; for example, 0.34 means a 34% yield).. This data is from Reaction yield outcomes from USPTO patents with 853,638 reactions. (1) The reactants are [N:1]1([C:7]([C:9]2[S:10][CH:11]=[CH:12][CH:13]=2)=[O:8])[CH2:6][CH2:5][NH:4][CH2:3][CH2:2]1.Cl[C:15]1[C:24]2[C:19](=[CH:20][CH:21]=[CH:22][CH:23]=2)[N:18]([CH2:25][C:26]2[CH:31]=[CH:30][C:29]([F:32])=[CH:28][CH:27]=2)[C:17](=[O:33])[C:16]=1[C:34]#[N:35]. The catalyst is C1(C)C=CC=CC=1. The product is [F:32][C:29]1[CH:28]=[CH:27][C:26]([CH2:25][N:18]2[C:19]3[C:24](=[CH:23][CH:22]=[CH:21][CH:20]=3)[C:15]([N:4]3[CH2:5][CH2:6][N:1]([C:7]([C:9]4[S:10][CH:11]=[CH:12][CH:13]=4)=[O:8])[CH2:2][CH2:3]3)=[C:16]([C:34]#[N:35])[C:17]2=[O:33])=[CH:31][CH:30]=1. The yield is 0.970. (2) The reactants are [Li][CH2:2][CH2:3][CH2:4][CH3:5].[C:6]([N:13]1CCC(=O)[CH2:15][CH2:14]1)([O:8][C:9]([CH3:12])([CH3:11])[CH3:10])=[O:7]. The catalyst is [Br-].C[P+](C1C=CC=CC=1)(C1C=CC=CC=1)C1C=CC=CC=1.C1COCC1.ClCCl. The product is [C:9]([O:8][C:6]([N:13]1[CH2:14][CH2:15][C:4](=[CH2:5])[CH2:3][CH2:2]1)=[O:7])([CH3:12])([CH3:11])[CH3:10]. The yield is 0.780. (3) The reactants are C([NH:9][C:10]1[O:11][C@H:12]([C:36]([F:39])([F:38])[F:37])[CH2:13][C@@:14]([C:19]2[N:24]=[C:23]([NH:25][C:26](=[O:34])[C:27]3[CH:32]=[CH:31][C:30]([Cl:33])=[CH:29][N:28]=3)[CH:22]=[CH:21][C:20]=2[F:35])([CH:16]([F:18])[F:17])[N:15]=1)(=O)C1C=CC=CC=1.N12CCCN=C1CCCCC2. The product is [NH2:9][C:10]1[O:11][C@H:12]([C:36]([F:37])([F:39])[F:38])[CH2:13][C@@:14]([C:19]2[N:24]=[C:23]([NH:25][C:26](=[O:34])[C:27]3[CH:32]=[CH:31][C:30]([Cl:33])=[CH:29][N:28]=3)[CH:22]=[CH:21][C:20]=2[F:35])([CH:16]([F:17])[F:18])[N:15]=1. The catalyst is CO. The yield is 0.138. (4) The reactants are [Cl:1][C:2]1[CH:10]=[C:9]2[C:5]([CH:6]=[CH:7][NH:8]2)=[CH:4][C:3]=1B1OCC(C)(C)CO1.[C:19](=O)([O-])[O-:20].[K+].[K+].Br[C:26]1[CH:31]=[CH:30][C:29]([C:32]2([C:35]([OH:37])=[O:36])[CH2:34][CH2:33]2)=[CH:28][CH:27]=1. The catalyst is O1CCOCC1.CN(C=O)C.C1C=CC(P(C2C=CC=CC=2)[C-]2C=CC=C2)=CC=1.C1C=CC(P(C2C=CC=CC=2)[C-]2C=CC=C2)=CC=1.Cl[Pd]Cl.[Fe+2]. The product is [Cl:1][C:2]1[CH:10]=[C:9]2[C:5]([C:6]([CH:19]=[O:20])=[CH:7][NH:8]2)=[CH:4][C:3]=1[C:26]1[CH:31]=[CH:30][C:29]([C:32]2([C:35]([OH:37])=[O:36])[CH2:34][CH2:33]2)=[CH:28][CH:27]=1. The yield is 1.00. (5) The reactants are [Br:1][C:2]1[CH:16]=[CH:15][C:5]([C:6]([C@@H:8]2[CH2:11][CH2:10][C@H:9]2[C:12]([OH:14])=[O:13])=[O:7])=[CH:4][CH:3]=1.[CH3:17]OC(OC)(C)C.Cl. The catalyst is CO. The product is [Br:1][C:2]1[CH:3]=[CH:4][C:5]([C:6]([C@@H:8]2[CH2:11][CH2:10][C@H:9]2[C:12]([O:14][CH3:17])=[O:13])=[O:7])=[CH:15][CH:16]=1. The yield is 0.780. (6) The reactants are [Br:1][CH2:2][C:3]1[CH:8]=[CH:7][C:6]([CH2:9][OH:10])=[C:5]([O:11][CH3:12])[CH:4]=1.N1C=CN=C1.[C:18]([Si:22](Cl)([CH3:24])[CH3:23])([CH3:21])([CH3:20])[CH3:19]. The catalyst is ClCCl. The product is [Br:1][CH2:2][C:3]1[CH:8]=[CH:7][C:6]([CH2:9][O:10][Si:22]([C:18]([CH3:21])([CH3:20])[CH3:19])([CH3:24])[CH3:23])=[C:5]([O:11][CH3:12])[CH:4]=1. The yield is 0.669. (7) The reactants are [CH2:1]([C:3]1[CH:11]=[CH:10][C:9]2[NH:8][C:7]3[CH2:12][CH2:13][N:14]([CH3:16])[CH2:15][C:6]=3[C:5]=2[CH:4]=1)[CH3:2].[OH-].[K+].[CH3:19][C:20]1[N:25]=[CH:24][C:23]([CH:26]=[CH2:27])=[CH:22][N:21]=1. The yield is 0.200. The product is [CH2:1]([C:3]1[CH:11]=[CH:10][C:9]2[N:8]([CH2:27][CH2:26][C:23]3[CH:22]=[N:21][C:20]([CH3:19])=[N:25][CH:24]=3)[C:7]3[CH2:12][CH2:13][N:14]([CH3:16])[CH2:15][C:6]=3[C:5]=2[CH:4]=1)[CH3:2]. The catalyst is CN1CCCC1=O.O.